Dataset: Cav3 T-type calcium channel HTS with 100,875 compounds. Task: Binary Classification. Given a drug SMILES string, predict its activity (active/inactive) in a high-throughput screening assay against a specified biological target. (1) The compound is S(=O)(=O)(N1CCN(CC1)C(=O)NC1CCCCC1)c1cc(OC)c(OC)cc1. The result is 0 (inactive). (2) The compound is O=C1N(C(=O)CC1N1CCN(CC1)C)c1cc2OCCOc2cc1. The result is 0 (inactive).